From a dataset of Merck oncology drug combination screen with 23,052 pairs across 39 cell lines. Regression. Given two drug SMILES strings and cell line genomic features, predict the synergy score measuring deviation from expected non-interaction effect. (1) Drug 1: CN1C(=O)C=CC2(C)C3CCC4(C)C(NC(=O)OCC(F)(F)F)CCC4C3CCC12. Drug 2: Nc1ccn(C2OC(CO)C(O)C2(F)F)c(=O)n1. Cell line: UWB1289. Synergy scores: synergy=-6.51. (2) Drug 1: CCN(CC)CCNC(=O)c1c(C)[nH]c(C=C2C(=O)Nc3ccc(F)cc32)c1C. Drug 2: CCC1(O)C(=O)OCc2c1cc1n(c2=O)Cc2cc3c(CN(C)C)c(O)ccc3nc2-1. Cell line: A2780. Synergy scores: synergy=2.12. (3) Drug 1: Nc1ccn(C2OC(CO)C(O)C2(F)F)c(=O)n1. Drug 2: COC1=C2CC(C)CC(OC)C(O)C(C)C=C(C)C(OC(N)=O)C(OC)C=CC=C(C)C(=O)NC(=CC1=O)C2=O. Cell line: COLO320DM. Synergy scores: synergy=11.3. (4) Drug 1: NC1(c2ccc(-c3nc4ccn5c(=O)[nH]nc5c4cc3-c3ccccc3)cc2)CCC1. Drug 2: Cn1cc(-c2cnn3c(N)c(Br)c(C4CCCNC4)nc23)cn1. Cell line: RKO. Synergy scores: synergy=19.3. (5) Drug 1: O=S1(=O)NC2(CN1CC(F)(F)F)C1CCC2Cc2cc(C=CCN3CCC(C(F)(F)F)CC3)ccc2C1. Drug 2: COc1cccc2c1C(=O)c1c(O)c3c(c(O)c1C2=O)CC(O)(C(=O)CO)CC3OC1CC(N)C(O)C(C)O1. Cell line: A2058. Synergy scores: synergy=-1.05. (6) Drug 1: C=CCn1c(=O)c2cnc(Nc3ccc(N4CCN(C)CC4)cc3)nc2n1-c1cccc(C(C)(C)O)n1. Drug 2: Cc1nc(Nc2ncc(C(=O)Nc3c(C)cccc3Cl)s2)cc(N2CCN(CCO)CC2)n1. Cell line: VCAP. Synergy scores: synergy=20.5. (7) Drug 1: CN(Cc1cnc2nc(N)nc(N)c2n1)c1ccc(C(=O)NC(CCC(=O)O)C(=O)O)cc1. Drug 2: CS(=O)(=O)CCNCc1ccc(-c2ccc3ncnc(Nc4ccc(OCc5cccc(F)c5)c(Cl)c4)c3c2)o1. Cell line: CAOV3. Synergy scores: synergy=-18.8. (8) Drug 1: CC1(c2nc3c(C(N)=O)cccc3[nH]2)CCCN1. Drug 2: CCc1cnn2c(NCc3ccc[n+]([O-])c3)cc(N3CCCCC3CCO)nc12. Cell line: UWB1289BRCA1. Synergy scores: synergy=7.40. (9) Drug 1: O=c1[nH]cc(F)c(=O)[nH]1. Drug 2: NC(=O)c1cccc2cn(-c3ccc(C4CCCNC4)cc3)nc12. Cell line: SW620. Synergy scores: synergy=4.27.